This data is from Full USPTO retrosynthesis dataset with 1.9M reactions from patents (1976-2016). The task is: Predict the reactants needed to synthesize the given product. (1) The reactants are: [S:1]1C2NC(C(O)=O)=CC=2C=C1.Br[C:13]1[C:17]2[NH:18][C:19]([C:21]([OH:23])=[O:22])=[CH:20][C:16]=2O[CH:14]=1.O1C2C=C(C(O)=O)NC=2C=C1.ClC1C2NC(C(O)=O)=CC=2OC=1. Given the product [S:1]1[C:16]2[CH:20]=[C:19]([C:21]([OH:23])=[O:22])[NH:18][C:17]=2[CH:13]=[CH:14]1, predict the reactants needed to synthesize it. (2) Given the product [Cl:1][C:2]1[CH:3]=[C:4]([CH:26]=[CH:27][C:28]=1[O:29][CH3:30])[CH2:5][NH:6][C:7]1[C:8]2[C:21]3[CH2:22][CH2:23][CH2:24][CH2:25][C:20]=3[S:19][C:9]=2[N:10]=[C:11]([CH2:13][CH2:14][C:15]([OH:17])=[O:16])[N:12]=1, predict the reactants needed to synthesize it. The reactants are: [Cl:1][C:2]1[CH:3]=[C:4]([CH:26]=[CH:27][C:28]=1[O:29][CH3:30])[CH2:5][NH:6][C:7]1[C:8]2[C:21]3[CH2:22][CH2:23][CH2:24][CH2:25][C:20]=3[S:19][C:9]=2[N:10]=[C:11]([CH2:13][CH2:14][C:15]([O:17]C)=[O:16])[N:12]=1.[OH-].[Na+].Cl. (3) Given the product [CH3:2][C:3]1[CH:10]=[CH:9][CH:8]=[C:5]([CH3:6])[C:4]=1[CH2:34][N:24]1[CH2:25][C@@H:26]2[C@@H:19]([NH:18][C:16](=[O:17])[CH:15]([C:27]3[CH:28]=[CH:29][CH:30]=[CH:31][CH:32]=3)[CH:14]([CH3:33])[CH3:13])[CH2:20][CH2:21][C@@H:22]2[CH2:23]1, predict the reactants needed to synthesize it. The reactants are: F[C:2](F)(F)[C:3]1[CH:4]=[C:5]([CH:8]=[CH:9][CH:10]=1)[CH:6]=O.[CH3:13][CH:14]([CH3:33])[CH:15]([C:27]1[CH:32]=[CH:31][CH:30]=[CH:29][CH:28]=1)[C:16]([NH:18][C@@H:19]1[C@@H:26]2[C@@H:22]([CH2:23][NH:24][CH2:25]2)[CH2:21][CH2:20]1)=[O:17].[CH:34]1(C(C2CCCCC2)C(N[C@@H]2[C@H]3[C@H](CNC3)CC2)=O)CCCCC1. (4) Given the product [C:1]([N:20]1[C:24]([CH2:25][C:26]([OH:28])=[O:27])=[N:23][N:22]=[N:21]1)([C:14]1[CH:19]=[CH:18][CH:17]=[CH:16][CH:15]=1)([C:2]1[CH:7]=[CH:6][CH:5]=[CH:4][CH:3]=1)[C:8]1[CH:13]=[CH:12][CH:11]=[CH:10][CH:9]=1, predict the reactants needed to synthesize it. The reactants are: [C:1]([N:20]1[C:24]([CH2:25][C:26]([O:28]CC)=[O:27])=[N:23][N:22]=[N:21]1)([C:14]1[CH:19]=[CH:18][CH:17]=[CH:16][CH:15]=1)([C:8]1[CH:13]=[CH:12][CH:11]=[CH:10][CH:9]=1)[C:2]1[CH:7]=[CH:6][CH:5]=[CH:4][CH:3]=1.O1CCCC1.[OH-].[Na+].Cl. (5) Given the product [C@H:1]1([NH:11][C:12]([C@@H:14]2[CH2:23][C:22]3[C:17](=[CH:18][CH:19]=[CH:20][CH:21]=3)[CH2:16][NH:15]2)=[O:13])[C:10]2[C:5](=[CH:6][CH:7]=[CH:8][CH:9]=2)[CH2:4][CH2:3][CH2:2]1, predict the reactants needed to synthesize it. The reactants are: [C@H:1]1([NH:11][C:12]([C@@H:14]2[CH2:23][C:22]3[C:17](=[CH:18][CH:19]=[CH:20][CH:21]=3)[CH2:16][N:15]2C(OC(C)(C)C)=O)=[O:13])[C:10]2[C:5](=[CH:6][CH:7]=[CH:8][CH:9]=2)[CH2:4][CH2:3][CH2:2]1.Cl. (6) Given the product [N+:10]([C:3]1[CH:4]=[C:5]([CH:8]=[CH:9][C:2]=1[NH:20][C:19]1[CH:21]=[CH:22][C:16]([O:15][C:14]([F:13])([F:23])[F:24])=[CH:17][CH:18]=1)[C:6]#[N:7])([O-:12])=[O:11], predict the reactants needed to synthesize it. The reactants are: F[C:2]1[CH:9]=[CH:8][C:5]([C:6]#[N:7])=[CH:4][C:3]=1[N+:10]([O-:12])=[O:11].[F:13][C:14]([F:24])([F:23])[O:15][C:16]1[CH:22]=[CH:21][C:19]([NH2:20])=[CH:18][CH:17]=1.C(=O)([O-])[O-].[K+].[K+]. (7) The reactants are: [CH3:1][C:2]1[CH:6]=[C:5]([CH3:7])[N:4]([C:8](=[NH:20])[NH:9][S:10]([C:13]2[CH:18]=[CH:17][C:16]([CH3:19])=[CH:15][CH:14]=2)(=[O:12])=[O:11])N=1.[CH3:21]S(O)(=O)=O.C1(N)CCCCC1. Given the product [NH2:20][C:8]([NH:4][CH:5]1[CH2:7][CH2:21][CH2:1][CH2:2][CH2:6]1)=[N:9][S:10]([C:13]1[CH:18]=[CH:17][C:16]([CH3:19])=[CH:15][CH:14]=1)(=[O:12])=[O:11], predict the reactants needed to synthesize it. (8) Given the product [CH3:1][CH2:2][CH2:3][CH:6]([CH3:7])[CH3:10].[C:10]([O:9][CH2:13][CH3:12])(=[O:8])[CH3:11], predict the reactants needed to synthesize it. The reactants are: [CH2:1]([Li])[CH2:2][CH2:3]C.[CH:6](=[O:8])[CH3:7].[O:9]1[CH2:13][CH2:12][CH2:11][CH2:10]1.